The task is: Regression. Given a peptide amino acid sequence and an MHC pseudo amino acid sequence, predict their binding affinity value. This is MHC class I binding data.. This data is from Peptide-MHC class I binding affinity with 185,985 pairs from IEDB/IMGT. (1) The peptide sequence is QLVFNSISA. The MHC is HLA-A02:02 with pseudo-sequence HLA-A02:02. The binding affinity (normalized) is 0.217. (2) The peptide sequence is QVPLRPMTYK. The MHC is HLA-A32:01 with pseudo-sequence HLA-A32:01. The binding affinity (normalized) is 0. (3) The peptide sequence is APRGFRAAF. The MHC is HLA-B38:01 with pseudo-sequence HLA-B38:01. The binding affinity (normalized) is 0.0847. (4) The peptide sequence is HTVGLGQGY. The MHC is HLA-A02:12 with pseudo-sequence HLA-A02:12. The binding affinity (normalized) is 0.0847. (5) The peptide sequence is MYLKLRSETL. The MHC is HLA-A01:01 with pseudo-sequence HLA-A01:01. The binding affinity (normalized) is 0.179.